This data is from Cav3 T-type calcium channel HTS with 100,875 compounds. The task is: Binary Classification. Given a drug SMILES string, predict its activity (active/inactive) in a high-throughput screening assay against a specified biological target. (1) The molecule is O1CCN(CC1)CCNc1nc2c(c(c1)C)c(OC)ccc2OC. The result is 0 (inactive). (2) The compound is O=C(N)/C(=C\C=C1/N(c2c(C1(C)C)cccc2)C)C#N. The result is 0 (inactive). (3) The drug is S(=O)(=O)(Nc1nc2c(nc1Nc1cc3OCCOc3cc1)cccc2)c1sccc1. The result is 1 (active). (4) The drug is O=C(NC1CC1)Cn1c(=O)c2n(Cc3ccccc3)cnc2n(c1=O)Cc1ccccc1. The result is 0 (inactive). (5) The compound is O=c1n(n(c(c1/N=c1\c(=O)c2c(c1=O)cccc2)C)C)c1ccccc1. The result is 0 (inactive). (6) The molecule is N\1(CCCC1=N\c1c(ccc(c1C#N)C)C)Cc1ccccc1. The result is 0 (inactive).